This data is from Forward reaction prediction with 1.9M reactions from USPTO patents (1976-2016). The task is: Predict the product of the given reaction. Given the reactants [NH:1]1[C:5]2=[N:6][CH:7]=[CH:8][C:9]([NH:10][C:11]3[CH:16]=[CH:15][C:14]([NH:17][C:18]([C:20]4([C:23]([OH:25])=O)[CH2:22][CH2:21]4)=[O:19])=[CH:13][CH:12]=3)=[C:4]2[CH:3]=[CH:2]1.[F:26][C:27]1[CH:33]=[CH:32][C:30](N)=[CH:29][CH:28]=1.C[N:35](C)C=O, predict the reaction product. The product is: [F:26][C:27]1[CH:33]=[CH:32][C:30]([N:17]([C:14]2[CH:13]=[CH:12][C:11]([NH:10][C:9]3[CH:8]=[CH:7][N:6]=[C:5]4[NH:1][CH:2]=[CH:3][C:4]=34)=[CH:16][CH:15]=2)[C:18]([C:20]2([C:23]([NH2:35])=[O:25])[CH2:21][CH2:22]2)=[O:19])=[CH:29][CH:28]=1.